This data is from NCI-60 drug combinations with 297,098 pairs across 59 cell lines. The task is: Regression. Given two drug SMILES strings and cell line genomic features, predict the synergy score measuring deviation from expected non-interaction effect. (1) Drug 1: CC1=C(C=C(C=C1)NC2=NC=CC(=N2)N(C)C3=CC4=NN(C(=C4C=C3)C)C)S(=O)(=O)N.Cl. Drug 2: C1=NNC2=C1C(=O)NC=N2. Cell line: CAKI-1. Synergy scores: CSS=15.2, Synergy_ZIP=-7.21, Synergy_Bliss=-9.08, Synergy_Loewe=-4.33, Synergy_HSA=-3.74. (2) Drug 1: C1C(C(OC1N2C=NC3=C(N=C(N=C32)Cl)N)CO)O. Drug 2: COC1=C2C(=CC3=C1OC=C3)C=CC(=O)O2. Cell line: SF-295. Synergy scores: CSS=4.10, Synergy_ZIP=-2.23, Synergy_Bliss=-1.44, Synergy_Loewe=-8.34, Synergy_HSA=-4.12. (3) Drug 2: CN(C(=O)NC(C=O)C(C(C(CO)O)O)O)N=O. Synergy scores: CSS=19.7, Synergy_ZIP=-4.04, Synergy_Bliss=-0.440, Synergy_Loewe=-2.48, Synergy_HSA=0.730. Drug 1: C1C(C(OC1N2C=C(C(=O)NC2=O)F)CO)O. Cell line: BT-549. (4) Drug 1: CS(=O)(=O)C1=CC(=C(C=C1)C(=O)NC2=CC(=C(C=C2)Cl)C3=CC=CC=N3)Cl. Drug 2: C1CC(=O)NC(=O)C1N2C(=O)C3=CC=CC=C3C2=O. Cell line: NCI-H322M. Synergy scores: CSS=9.85, Synergy_ZIP=2.18, Synergy_Bliss=8.68, Synergy_Loewe=6.77, Synergy_HSA=7.15. (5) Drug 1: CNC(=O)C1=CC=CC=C1SC2=CC3=C(C=C2)C(=NN3)C=CC4=CC=CC=N4. Drug 2: C1=CC=C(C=C1)NC(=O)CCCCCCC(=O)NO. Cell line: SK-OV-3. Synergy scores: CSS=5.78, Synergy_ZIP=-1.40, Synergy_Bliss=2.69, Synergy_Loewe=-1.97, Synergy_HSA=1.01. (6) Drug 1: CCC1(CC2CC(C3=C(CCN(C2)C1)C4=CC=CC=C4N3)(C5=C(C=C6C(=C5)C78CCN9C7C(C=CC9)(C(C(C8N6C=O)(C(=O)OC)O)OC(=O)C)CC)OC)C(=O)OC)O.OS(=O)(=O)O. Drug 2: CCC1(C2=C(COC1=O)C(=O)N3CC4=CC5=C(C=CC(=C5CN(C)C)O)N=C4C3=C2)O.Cl. Cell line: NCI-H460. Synergy scores: CSS=66.9, Synergy_ZIP=1.14, Synergy_Bliss=0.945, Synergy_Loewe=1.55, Synergy_HSA=2.87. (7) Drug 1: CC1C(C(CC(O1)OC2CC(CC3=C2C(=C4C(=C3O)C(=O)C5=C(C4=O)C(=CC=C5)OC)O)(C(=O)C)O)N)O.Cl. Drug 2: CNC(=O)C1=NC=CC(=C1)OC2=CC=C(C=C2)NC(=O)NC3=CC(=C(C=C3)Cl)C(F)(F)F. Cell line: OVCAR-8. Synergy scores: CSS=52.3, Synergy_ZIP=2.64, Synergy_Bliss=4.31, Synergy_Loewe=1.54, Synergy_HSA=5.72. (8) Drug 1: C1CC(C1)(C(=O)O)C(=O)O.[NH2-].[NH2-].[Pt+2]. Drug 2: N.N.Cl[Pt+2]Cl. Cell line: HCT-15. Synergy scores: CSS=33.3, Synergy_ZIP=-7.05, Synergy_Bliss=-1.95, Synergy_Loewe=-15.8, Synergy_HSA=-2.31. (9) Drug 1: CS(=O)(=O)CCNCC1=CC=C(O1)C2=CC3=C(C=C2)N=CN=C3NC4=CC(=C(C=C4)OCC5=CC(=CC=C5)F)Cl. Drug 2: CC1C(C(CC(O1)OC2CC(CC3=C2C(=C4C(=C3O)C(=O)C5=C(C4=O)C(=CC=C5)OC)O)(C(=O)CO)O)N)O.Cl. Cell line: CCRF-CEM. Synergy scores: CSS=13.0, Synergy_ZIP=3.29, Synergy_Bliss=-1.07, Synergy_Loewe=-42.7, Synergy_HSA=-8.55. (10) Drug 1: C1C(C(OC1N2C=C(C(=O)NC2=O)F)CO)O. Drug 2: C(CC(=O)O)C(=O)CN.Cl. Cell line: HCT-15. Synergy scores: CSS=36.7, Synergy_ZIP=-6.72, Synergy_Bliss=-8.82, Synergy_Loewe=-11.1, Synergy_HSA=-5.63.